This data is from Full USPTO retrosynthesis dataset with 1.9M reactions from patents (1976-2016). The task is: Predict the reactants needed to synthesize the given product. (1) The reactants are: [F:1][C:2]1[CH:7]=[CH:6][C:5]([C:8]2[C:9]([NH2:19])=[N:10][NH:11][C:12]=2[C:13]2[CH:18]=[CH:17][N:16]=[CH:15][CH:14]=2)=[CH:4][CH:3]=1.[CH3:20][N:21]=[C:22]=[O:23]. Given the product [F:1][C:2]1[CH:3]=[CH:4][C:5]([C:8]2[C:9]([NH:19][C:22]([NH:21][CH3:20])=[O:23])=[N:10][NH:11][C:12]=2[C:13]2[CH:18]=[CH:17][N:16]=[CH:15][CH:14]=2)=[CH:6][CH:7]=1, predict the reactants needed to synthesize it. (2) Given the product [CH3:1][O:2][C:3]([C:5]1[CH:10]=[C:9]([Br:11])[C:8](=[O:12])[N:7]([CH2:13][C:14]2[S:15][CH:16]=[CH:17][N:18]=2)[C:6]=1[CH2:19][Br:20])=[O:4], predict the reactants needed to synthesize it. The reactants are: [CH3:1][O:2][C:3]([C:5]1[CH:10]=[C:9]([Br:11])[C:8](=[O:12])[N:7]([CH2:13][C:14]2[S:15][CH:16]=[CH:17][N:18]=2)[C:6]=1[CH3:19])=[O:4].[Br:20]N1C(=O)CCC1=O.C(OOC(=O)C1C=CC=CC=1)(=O)C1C=CC=CC=1. (3) Given the product [CH3:34][N:35]([CH3:46])[C:36]([O:37][C:38]1[CH:39]=[C:40]([NH:44][C:14]([C:11]2([O:17][CH2:18][CH2:19][O:20][CH3:21])[CH2:10][CH2:9][N:8]([C:6]([O:5][C:1]([CH3:2])([CH3:3])[CH3:4])=[O:7])[CH2:13][CH2:12]2)=[O:16])[CH:41]=[CH:42][CH:43]=1)=[O:45], predict the reactants needed to synthesize it. The reactants are: [C:1]([O:5][C:6]([N:8]1[CH2:13][CH2:12][C:11]([O:17][CH2:18][CH2:19][O:20][CH3:21])([C:14]([OH:16])=O)[CH2:10][CH2:9]1)=[O:7])([CH3:4])([CH3:3])[CH3:2].N1C=CC=CC=1.C(Cl)(=O)C(Cl)=O.[CH3:34][N:35]([CH3:46])[C:36](=[O:45])[O:37][C:38]1[CH:43]=[CH:42][CH:41]=[C:40]([NH2:44])[CH:39]=1. (4) Given the product [CH2:1]([O:8][C:9](=[O:34])[CH2:10][C@@H:11]([NH:26][C:27]([O:29][C:30]([CH3:32])([CH3:33])[CH3:31])=[O:28])[C:12]([NH:14][C@H:15]([CH2:16][OH:17])[C:37]([CH3:39])([CH3:38])[CH3:36])=[O:13])[C:2]1[CH:7]=[CH:6][CH:5]=[CH:4][CH:3]=1, predict the reactants needed to synthesize it. The reactants are: [CH2:1]([O:8][C:9](=[O:34])[CH2:10][C@@H:11]([NH:26][C:27]([O:29][C:30]([CH3:33])([CH3:32])[CH3:31])=[O:28])[C:12]([NH:14][C@@H:15](CC1C=CC=CC=1)[CH2:16][O:17]C)=[O:13])[C:2]1[CH:7]=[CH:6][CH:5]=[CH:4][CH:3]=1.N[C@H:36](CO)[C:37](C)([CH3:39])[CH3:38].F[P-](F)(F)(F)(F)F.N1(O[P+](N(C)C)(N(C)C)N(C)C)C2C=CC=CC=2N=N1. (5) Given the product [CH2:1]([O:3][C:4]1[CH:5]=[C:6]([CH:27]=[CH:28][CH:29]=1)[C:7]([C:9]1[C:18]2[C:13](=[CH:14][C:15]([O:21][CH2:22][CH2:23][OH:24])=[C:16]([O:19][CH3:20])[CH:17]=2)[C:12]([C:25]([OH:32])=[O:26])=[CH:11][N:10]=1)=[O:8])[CH3:2], predict the reactants needed to synthesize it. The reactants are: [CH2:1]([O:3][C:4]1[CH:5]=[C:6]([CH:27]=[CH:28][CH:29]=1)[C:7]([C:9]1[C:18]2[C:13](=[CH:14][C:15]([O:21][CH2:22][CH2:23][OH:24])=[C:16]([O:19][CH3:20])[CH:17]=2)[C:12]([CH:25]=[O:26])=[CH:11][N:10]=1)=[O:8])[CH3:2].O.P([O-])(O)(O)=[O:32].[Na+].CC(=CC)C.Cl([O-])=O.[Na+]. (6) Given the product [C:13]1([C:4]2[CH:3]=[CH:2][CH2:7][CH2:6][C:5]=2[C:8]([O:10][CH2:11][CH3:12])=[O:9])[CH:18]=[CH:17][CH:16]=[CH:15][CH:14]=1, predict the reactants needed to synthesize it. The reactants are: Cl[CH:2]1[CH2:7][CH2:6][CH:5]([C:8]([O:10][CH2:11][CH3:12])=[O:9])[C:4]([C:13]2[CH:18]=[CH:17][CH:16]=[CH:15][CH:14]=2)=[CH:3]1.O.Cl.